Dataset: Catalyst prediction with 721,799 reactions and 888 catalyst types from USPTO. Task: Predict which catalyst facilitates the given reaction. (1) Reactant: [Cl:1][C:2]1[CH:3]=[C:4]([NH:20][C:21]2[N:25]=[C:24]([NH2:26])[NH:23][N:22]=2)[CH:5]=[C:6]([Cl:19])[C:7]=1[S:8][C:9]1[CH:14]=[CH:13][C:12]([C:15]([F:18])([F:17])[F:16])=[CH:11][CH:10]=1.CO.[OH:29]OS([O-])=O.[K+]. Product: [Cl:19][C:6]1[CH:5]=[C:4]([NH:20][C:21]2[N:25]=[C:24]([NH2:26])[NH:23][N:22]=2)[CH:3]=[C:2]([Cl:1])[C:7]=1[S:8]([C:9]1[CH:10]=[CH:11][C:12]([C:15]([F:18])([F:16])[F:17])=[CH:13][CH:14]=1)=[O:29]. The catalyst class is: 6. (2) Reactant: [CH3:1][O:2][CH2:3][O:4][C:5]1[CH:10]=[CH:9][C:8]([C:11]2[CH:12]=[C:13]([C:27](O)=[O:28])[C:14]3[C:19]([CH3:20])=[N:18][N:17]([CH:21]4[CH2:26][CH2:25][CH2:24][CH2:23][O:22]4)[C:15]=3[N:16]=2)=[CH:7][CH:6]=1.CCN(C(C)C)C(C)C.[C:39]([O:43][C:44]([N:46]1[CH2:51][CH2:50][NH:49][C@H:48]([CH2:52][C:53]([F:56])([F:55])[F:54])[CH2:47]1)=[O:45])([CH3:42])([CH3:41])[CH3:40]. Product: [C:39]([O:43][C:44]([N:46]1[CH2:51][CH2:50][N:49]([C:27]([C:13]2[C:14]3[C:19]([CH3:20])=[N:18][N:17]([CH:21]4[CH2:26][CH2:25][CH2:24][CH2:23][O:22]4)[C:15]=3[N:16]=[C:11]([C:8]3[CH:9]=[CH:10][C:5]([O:4][CH2:3][O:2][CH3:1])=[CH:6][CH:7]=3)[CH:12]=2)=[O:28])[C@H:48]([CH2:52][C:53]([F:55])([F:56])[F:54])[CH2:47]1)=[O:45])([CH3:42])([CH3:40])[CH3:41]. The catalyst class is: 34. (3) Reactant: [CH3:1][C@H:2]1[N:7]([C:8]2[C:17]3[C:12](=[CH:13][CH:14]=[CH:15][CH:16]=3)[C:11]([C:18]3[CH:23]=[CH:22][C:21]([CH2:24][CH2:25][O:26]C4CCCCO4)=[CH:20][CH:19]=3)=[N:10][N:9]=2)[CH2:6][CH2:5][N:4]([C:33]([C:35]2[CH:40]=[CH:39][CH:38]=[CH:37][CH:36]=2)=[O:34])[CH2:3]1.C1(C)C=CC(S(O)(=O)=O)=CC=1.C([O-])([O-])=O.[K+].[K+]. Product: [OH:26][CH2:25][CH2:24][C:21]1[CH:22]=[CH:23][C:18]([C:11]2[C:12]3[C:17](=[CH:16][CH:15]=[CH:14][CH:13]=3)[C:8]([N:7]3[CH2:6][CH2:5][N:4]([C:33]([C:35]4[CH:36]=[CH:37][CH:38]=[CH:39][CH:40]=4)=[O:34])[CH2:3][C@H:2]3[CH3:1])=[N:9][N:10]=2)=[CH:19][CH:20]=1. The catalyst class is: 5. (4) Reactant: [CH3:1][C:2]1[N:7]=[CH:6][C:5]([N:8]2[CH:12]=[C:11]([C:13]3[CH:18]=[CH:17][CH:16]=[CH:15][N:14]=3)[N:10]=[C:9]2[C:19]2[CH:24]=[CH:23][C:22]([NH:25][C:26]3[C:31]([NH2:32])=[CH:30][CH:29]=[CH:28][N:27]=3)=[CH:21][CH:20]=2)=[CH:4][CH:3]=1.[CH2:33](OC(=C(C#N)C#N)C)[CH3:34]. Product: [CH3:33][C:34]1[N:25]([C:22]2[CH:21]=[CH:20][C:19]([C:9]3[N:8]([C:5]4[CH:6]=[N:7][C:2]([CH3:1])=[CH:3][CH:4]=4)[CH:12]=[C:11]([C:13]4[CH:18]=[CH:17][CH:16]=[CH:15][N:14]=4)[N:10]=3)=[CH:24][CH:23]=2)[C:26]2=[N:27][CH:28]=[CH:29][CH:30]=[C:31]2[N:32]=1. The catalyst class is: 15. (5) Reactant: [F:1][C:2]1[CH:7]=[C:6]([C:8]([F:11])([F:10])[F:9])[CH:5]=[CH:4][C:3]=1[CH:12]1[CH2:17][C:16](=[O:18])[N:15]([CH3:19])[C:14]([CH3:20])=[C:13]1[C:21](O)=[O:22].[NH2:24][C:25]1[CH:26]=[C:27]2[C:31](=[CH:32][CH:33]=1)[NH:30][N:29]=[C:28]2[CH3:34].C(Cl)CCl.CCN(CC)CC. Product: [F:1][C:2]1[CH:7]=[C:6]([C:8]([F:11])([F:9])[F:10])[CH:5]=[CH:4][C:3]=1[CH:12]1[CH2:17][C:16](=[O:18])[N:15]([CH3:19])[C:14]([CH3:20])=[C:13]1[C:21]([NH:24][C:25]1[CH:26]=[C:27]2[C:31](=[CH:32][CH:33]=1)[NH:30][N:29]=[C:28]2[CH3:34])=[O:22]. The catalyst class is: 861. (6) Reactant: [CH3:1][C:2]1[CH:17]=[N:16][C:5]2[NH:6][C:7]3[CH2:15][CH:14]4[N:10]([CH2:11][CH2:12][CH2:13]4)[CH2:9][C:8]=3[C:4]=2[CH:3]=1.[H-].[Na+].Cl[CH2:21][C:22]([N:24]1[CH2:29][CH2:28][CH2:27][CH2:26][CH2:25]1)=[O:23]. Product: [CH3:1][C:2]1[CH:17]=[N:16][C:5]2[N:6]([CH2:21][C:22]([N:24]3[CH2:29][CH2:28][CH2:27][CH2:26][CH2:25]3)=[O:23])[C:7]3[CH2:15][CH:14]4[N:10]([CH2:11][CH2:12][CH2:13]4)[CH2:9][C:8]=3[C:4]=2[CH:3]=1. The catalyst class is: 18. (7) Reactant: [CH3:1][C@:2]1([CH2:8][O:9][CH2:10][CH2:11][O:12][CH:13]2[CH2:18][CH2:17][CH2:16][CH2:15][O:14]2)[CH2:7][CH2:6][CH2:5][NH:4][CH2:3]1.[F:19][C:20]1[CH:21]=[CH:22][C:23]2[O:28][CH2:27][C@H:26]([CH2:29]OS(C)(=O)=O)[O:25][C:24]=2[CH:35]=1.C([O-])([O-])=O.[K+].[K+].O. Product: [F:19][C:20]1[CH:21]=[CH:22][C:23]2[O:28][CH2:27][C@H:26]([CH2:29][N:4]3[CH2:5][CH2:6][CH2:7][C:2]([CH3:1])([CH2:8][O:9][CH2:10][CH2:11][O:12][C@H:13]4[CH2:18][CH2:17][CH2:16][CH2:15][O:14]4)[CH2:3]3)[O:25][C:24]=2[CH:35]=1. The catalyst class is: 3.